This data is from Forward reaction prediction with 1.9M reactions from USPTO patents (1976-2016). The task is: Predict the product of the given reaction. (1) The product is: [CH3:58][N:59]([CH3:66])[CH:60]1[CH2:65][CH2:64][N:63]([C:22]([C:21]2[CH:25]=[CH:26][C:18]([C:15]3[CH:16]=[CH:17][C:12]4[N:13]([C:9]([C:6]5[CH:5]=[CH:4][C:3]([C:1]#[N:2])=[CH:8][CH:7]=5)=[CH:10][N:11]=4)[CH:14]=3)=[CH:19][CH:20]=2)=[O:23])[CH2:62][CH2:61]1. Given the reactants [C:1]([C:3]1[CH:8]=[CH:7][C:6]([C:9]2[N:13]3[CH:14]=[C:15]([C:18]4[CH:26]=[CH:25][C:21]([C:22](O)=[O:23])=[CH:20][CH:19]=4)[CH:16]=[CH:17][C:12]3=[N:11][CH:10]=2)=[CH:5][CH:4]=1)#[N:2].CN(C(ON1N=NC2C=CC=NC1=2)=[N+](C)C)C.F[P-](F)(F)(F)(F)F.CN1CCOCC1.[CH3:58][N:59]([CH3:66])[CH:60]1[CH2:65][CH2:64][NH:63][CH2:62][CH2:61]1, predict the reaction product. (2) Given the reactants [F:1][C:2]1([F:39])[CH2:7][CH2:6][CH:5]([NH:8][C:9]([C:11]2[C:15]([CH3:16])=[C:14]([C:17]3[CH:22]=[CH:21][C:20]([O:23]CC4C=CC=CC=4)=[CH:19][CH:18]=3)[N:13]([C:31]3[CH:36]=[CH:35][C:34]([Cl:37])=[CH:33][C:32]=3[Cl:38])[N:12]=2)=[O:10])[CH2:4][CH2:3]1, predict the reaction product. The product is: [F:39][C:2]1([F:1])[CH2:7][CH2:6][CH:5]([NH:8][C:9]([C:11]2[C:15]([CH3:16])=[C:14]([C:17]3[CH:18]=[CH:19][C:20]([OH:23])=[CH:21][CH:22]=3)[N:13]([C:31]3[CH:36]=[CH:35][C:34]([Cl:37])=[CH:33][C:32]=3[Cl:38])[N:12]=2)=[O:10])[CH2:4][CH2:3]1. (3) Given the reactants [C:1]([SiH2:5][O:6][C:7]([C:32]1[CH:37]=[CH:36][CH:35]=[CH:34][CH:33]=1)([C:26]1[CH:31]=[CH:30][CH:29]=[CH:28][CH:27]=1)[C:8]1[C:9]([N:18]2[CH2:23][C@H:22]([CH3:24])[O:21][C@H:20]([CH3:25])[CH2:19]2)=[C:10]([F:17])[C:11]([F:16])=[C:12]([CH:15]=1)[CH:13]=[O:14])([CH3:4])([CH3:3])[CH3:2].[BH4-].[Na+], predict the reaction product. The product is: [C:1]([SiH2:5][O:6][C:7]([C:32]1[CH:33]=[CH:34][CH:35]=[CH:36][CH:37]=1)([C:26]1[CH:27]=[CH:28][CH:29]=[CH:30][CH:31]=1)[C:8]1[C:9]([N:18]2[CH2:23][C@H:22]([CH3:24])[O:21][C@H:20]([CH3:25])[CH2:19]2)=[C:10]([F:17])[C:11]([F:16])=[C:12]([CH2:13][OH:14])[CH:15]=1)([CH3:3])([CH3:4])[CH3:2]. (4) Given the reactants O[CH2:2][C:3]1[CH:8]=[CH:7][N:6]=[C:5]([C:9]2[CH:14]=[C:13]([O:15][CH3:16])[C:12]([O:17][CH3:18])=[C:11]([O:19][CH3:20])[CH:10]=2)[CH:4]=1.S(Cl)([Cl:23])=O, predict the reaction product. The product is: [Cl:23][CH2:2][C:3]1[CH:8]=[CH:7][N:6]=[C:5]([C:9]2[CH:14]=[C:13]([O:15][CH3:16])[C:12]([O:17][CH3:18])=[C:11]([O:19][CH3:20])[CH:10]=2)[CH:4]=1. (5) Given the reactants CCN(C(C)C)C(C)C.[CH2:10]([O:12][C:13]1[C:22]([O:23][CH3:24])=[CH:21][C:20]2[C:19]([C:25]3[CH:33]=[CH:32][C:28]([C:29](O)=[O:30])=[CH:27][CH:26]=3)=[N:18][C@@H:17]3[CH2:34][CH2:35][S:36][CH2:37][C@@H:16]3[C:15]=2[CH:14]=1)[CH3:11].Cl.[F:39][C:40]1[CH:41]=[C:42]([CH:70]=[C:71]([F:75])[C:72]=1[O:73][CH3:74])[CH2:43][N:44]1[C:49]2[CH:50]=[C:51]([C:53]3[CH:58]=[CH:57][C:56]([F:59])=[CH:55][C:54]=3[O:60][CH3:61])[S:52][C:48]=2[C:47](=[O:62])[N:46]([CH:63]2[CH2:68][CH2:67][NH:66][CH2:65][CH2:64]2)[C:45]1=[O:69].CN(C(ON1N=NC2C=CC=CC1=2)=[N+](C)C)C.F[P-](F)(F)(F)(F)F.C(=O)(O)[O-].[Na+], predict the reaction product. The product is: [F:75][C:71]1[CH:70]=[C:42]([CH:41]=[C:40]([F:39])[C:72]=1[O:73][CH3:74])[CH2:43][N:44]1[C:49]2[CH:50]=[C:51]([C:53]3[CH:58]=[CH:57][C:56]([F:59])=[CH:55][C:54]=3[O:60][CH3:61])[S:52][C:48]=2[C:47](=[O:62])[N:46]([CH:63]2[CH2:64][CH2:65][N:66]([C:29]([C:28]3[CH:27]=[CH:26][C:25]([C:19]4[C:20]5[CH:21]=[C:22]([O:23][CH3:24])[C:13]([O:12][CH2:10][CH3:11])=[CH:14][C:15]=5[C@H:16]5[CH2:37][S:36][CH2:35][CH2:34][C@H:17]5[N:18]=4)=[CH:33][CH:32]=3)=[O:30])[CH2:67][CH2:68]2)[C:45]1=[O:69].